From a dataset of Reaction yield outcomes from USPTO patents with 853,638 reactions. Predict the reaction yield, written as a fraction of the theoretical maximum amount of product (1.0 means a 100% yield; for example, 0.34 means a 34% yield). (1) The reactants are [Br:1][C:2]1[CH:7]=[CH:6][C:5]([N:8]2[C:17]3[C:12](=[CH:13][C:14]([S:18]([O:21]C4C(F)=C(F)C(F)=C(F)C=4F)(=[O:20])=O)=[CH:15][CH:16]=3)[CH:11]=[CH:10][C:9]2=[O:33])=[C:4]([O:34][CH3:35])[CH:3]=1.[N:36]1[CH:41]=[CH:40][CH:39]=[C:38]([NH2:42])[N:37]=1.C[Si]([N-][Si](C)(C)C)(C)C.[Li+]. The catalyst is C1COCC1. The product is [Br:1][C:2]1[CH:7]=[CH:6][C:5]([N:8]2[C:17]3[C:12](=[CH:13][C:14]([S:18]([NH:42][C:38]4[N:37]=[N:36][CH:41]=[CH:40][CH:39]=4)(=[O:20])=[O:21])=[CH:15][CH:16]=3)[CH:11]=[CH:10][C:9]2=[O:33])=[C:4]([O:34][CH3:35])[CH:3]=1. The yield is 1.20. (2) The reactants are [OH:1][C:2]1[CH:7]=[CH:6][C:5]([CH2:8][CH2:9][CH2:10][O:11][Si:12]([C:25]([CH3:28])([CH3:27])[CH3:26])([C:19]2[CH:24]=[CH:23][CH:22]=[CH:21][CH:20]=2)[C:13]2[CH:18]=[CH:17][CH:16]=[CH:15][CH:14]=2)=[CH:4][CH:3]=1.Br[CH2:30][C:31]([O:33][CH3:34])=[O:32].C(=O)([O-])[O-].[K+].[K+]. The catalyst is C(#N)C. The product is [Si:12]([O:11][CH2:10][CH2:9][CH2:8][C:5]1[CH:4]=[CH:3][C:2]([O:1][CH2:30][C:31]([O:33][CH3:34])=[O:32])=[CH:7][CH:6]=1)([C:25]([CH3:28])([CH3:27])[CH3:26])([C:19]1[CH:24]=[CH:23][CH:22]=[CH:21][CH:20]=1)[C:13]1[CH:18]=[CH:17][CH:16]=[CH:15][CH:14]=1. The yield is 0.940. (3) The reactants are Cl.[CH3:2][O:3][C:4](=[O:10])[C@@H:5]1[CH2:9][CH2:8][CH2:7][NH:6]1.C(N(CC)CC)C.[C:18]1([S:24](Cl)(=[O:26])=[O:25])[CH:23]=[CH:22][CH:21]=[CH:20][CH:19]=1. The catalyst is C(Cl)Cl. The product is [CH3:2][O:3][C:4](=[O:10])[C@@H:5]1[CH2:9][CH2:8][CH2:7][N:6]1[S:24]([C:18]1[CH:23]=[CH:22][CH:21]=[CH:20][CH:19]=1)(=[O:26])=[O:25]. The yield is 0.950.